Dataset: Full USPTO retrosynthesis dataset with 1.9M reactions from patents (1976-2016). Task: Predict the reactants needed to synthesize the given product. (1) Given the product [ClH:19].[NH2:2][CH2:1][CH:3]([C:4]1([OH:10])[CH2:9][CH2:8][CH2:7][CH2:6][CH2:5]1)[C:11]1[CH:12]=[CH:13][C:14]([O:17][CH3:18])=[CH:15][CH:16]=1, predict the reactants needed to synthesize it. The reactants are: [C:1]([CH:3]([C:11]1[CH:16]=[CH:15][C:14]([O:17][CH3:18])=[CH:13][CH:12]=1)[C:4]1([OH:10])[CH2:9][CH2:8][CH2:7][CH2:6][CH2:5]1)#[N:2].[ClH:19].[H][H].Cl.C(O)(C)C. (2) Given the product [CH2:1]([C:4]1[C:8]([CH2:9][CH2:10][CH2:11][O:12][C:24]2[CH:29]=[CH:28][CH:27]=[CH:26][C:25]=2[CH2:30][C:31]([OH:33])=[O:32])=[CH:7][N:6]([C:13]2[CH:14]=[CH:15][C:16]([C:19]([F:21])([F:22])[F:20])=[CH:17][CH:18]=2)[N:5]=1)[CH2:2][CH3:3], predict the reactants needed to synthesize it. The reactants are: [CH2:1]([C:4]1[C:8]([CH2:9][CH2:10][CH2:11][OH:12])=[CH:7][N:6]([C:13]2[CH:18]=[CH:17][C:16]([C:19]([F:22])([F:21])[F:20])=[CH:15][CH:14]=2)[N:5]=1)[CH2:2][CH3:3].O[C:24]1[CH:29]=[CH:28][CH:27]=[CH:26][C:25]=1[CH2:30][C:31]([O:33]C)=[O:32].C(P(CCCC)CCCC)CCC.N(C(N1CCCCC1)=O)=NC(N1CCCCC1)=O. (3) Given the product [C:1]1([C:7]2[CH:8]=[N:9][CH:10]=[CH:11][C:12]=2[O:13][C:14]2[CH:15]=[CH:16][C:17]([NH:18][C:29]([NH:28][C:25]3[CH:26]=[CH:27][C:22]([F:21])=[CH:23][CH:24]=3)=[O:30])=[CH:19][CH:20]=2)[CH:2]=[CH:3][CH:4]=[CH:5][CH:6]=1, predict the reactants needed to synthesize it. The reactants are: [C:1]1([C:7]2[CH:8]=[N:9][CH:10]=[CH:11][C:12]=2[O:13][C:14]2[CH:20]=[CH:19][C:17]([NH2:18])=[CH:16][CH:15]=2)[CH:6]=[CH:5][CH:4]=[CH:3][CH:2]=1.[F:21][C:22]1[CH:27]=[CH:26][C:25]([N:28]=[C:29]=[O:30])=[CH:24][CH:23]=1. (4) Given the product [C:1]([C:4]1([C:15]([O:17][CH2:18][CH3:19])=[O:16])[CH2:5][CH2:6][C:12](=[O:14])[CH2:11][CH2:10]1)(=[O:3])[CH3:2], predict the reactants needed to synthesize it. The reactants are: [C:1]([C:4]([C:15]([O:17][CH2:18][CH3:19])=[O:16])([CH2:10][CH2:11][C:12]([OH:14])=O)[CH2:5][CH2:6]C(O)=O)(=[O:3])[CH3:2].C([O-])(=O)C.[K+]. (5) Given the product [CH3:1][O:2][C:3]1[N:8]=[CH:7][C:6]([NH:9][C:10]2[N:11]=[CH:12][C:13]([CH:14]([OH:15])[C:34]([CH3:37])([CH3:36])[CH3:35])=[CH:16][C:17]=2[C:18]2[N:26]=[C:25]([CH3:27])[N:24]=[C:23]3[C:19]=2[N:20]=[CH:21][N:22]3[CH:28]2[CH2:33][CH2:32][CH2:31][CH2:30][O:29]2)=[CH:5][CH:4]=1, predict the reactants needed to synthesize it. The reactants are: [CH3:1][O:2][C:3]1[N:8]=[CH:7][C:6]([NH:9][C:10]2[C:17]([C:18]3[N:26]=[C:25]([CH3:27])[N:24]=[C:23]4[C:19]=3[N:20]=[CH:21][N:22]4[CH:28]3[CH2:33][CH2:32][CH2:31][CH2:30][O:29]3)=[CH:16][C:13]([CH:14]=[O:15])=[CH:12][N:11]=2)=[CH:5][CH:4]=1.[C:34]([Mg]Cl)([CH3:37])([CH3:36])[CH3:35].Cl. (6) Given the product [Cl:1][C:2]1[CH:3]=[CH:4][C:5]([CH2:8][CH2:9][N:10]([CH2:11][CH2:12][CH2:13][CH2:14][CH2:15][CH2:16][CH3:17])[C:33](=[O:35])[CH2:32][C:29]2[CH:28]=[CH:27][C:26]([CH2:25][O:24][C:23]3[CH:36]=[CH:37][CH:38]=[CH:39][C:22]=3[C:20]([O:19][CH3:18])=[O:21])=[CH:31][CH:30]=2)=[CH:6][CH:7]=1, predict the reactants needed to synthesize it. The reactants are: [Cl:1][C:2]1[CH:7]=[CH:6][C:5]([CH2:8][CH2:9][NH:10][CH2:11][CH2:12][CH2:13][CH2:14][CH2:15][CH2:16][CH3:17])=[CH:4][CH:3]=1.[CH3:18][O:19][C:20]([C:22]1[CH:39]=[CH:38][CH:37]=[CH:36][C:23]=1[O:24][CH2:25][C:26]1[CH:31]=[CH:30][C:29]([CH2:32][C:33]([OH:35])=O)=[CH:28][CH:27]=1)=[O:21].F[B-](F)(F)F.N1(OC(N(C)C)=[N+](C)C)C2C=CC=CC=2N=N1.C(N(C(C)C)C(C)C)C. (7) Given the product [O:27]1[C:26]2[CH:31]=[CH:32][C:23]([N:18]3[CH2:19][CH2:20][N:15]([C:5]4[C:4]([CH3:21])=[C:3]([O:2][CH3:1])[C:11]5[O:10][C:9]([CH3:13])([CH3:12])[CH2:8][C:7]=5[C:6]=4[CH3:14])[CH2:16][CH2:17]3)=[CH:24][C:25]=2[O:30][CH2:29][CH2:28]1, predict the reactants needed to synthesize it. The reactants are: [CH3:1][O:2][C:3]1[C:11]2[O:10][C:9]([CH3:13])([CH3:12])[CH2:8][C:7]=2[C:6]([CH3:14])=[C:5]([N:15]2[CH2:20][CH2:19][NH:18][CH2:17][CH2:16]2)[C:4]=1[CH3:21].Br[C:23]1[CH:32]=[CH:31][C:26]2[O:27][CH2:28][CH2:29][O:30][C:25]=2[CH:24]=1.